This data is from Full USPTO retrosynthesis dataset with 1.9M reactions from patents (1976-2016). The task is: Predict the reactants needed to synthesize the given product. Given the product [CH3:47][N:46]([CH3:48])[S:43]([N:39]1[CH:40]=[CH:41][N:42]=[C:38]1[CH2:37][N:12]([CH2:11][C:7]1[N:6]([S:3]([N:2]([CH3:1])[CH3:49])(=[O:5])=[O:4])[CH:10]=[CH:9][N:8]=1)[C:13]([C:14]1[CH:19]=[CH:18][C:17]([CH2:20][N:21]([C@H:22]2[CH2:27][CH2:26][C@H:25]([NH:28][N:29]([CH2:30][CH2:31][CH3:32])[CH2:33][CH2:34][CH3:35])[CH2:24][CH2:23]2)[C:51](=[O:52])[O:53][CH3:54])=[CH:16][CH:15]=1)=[O:36])(=[O:45])=[O:44], predict the reactants needed to synthesize it. The reactants are: [CH3:1][N:2]([CH3:49])[S:3]([N:6]1[CH:10]=[CH:9][N:8]=[C:7]1[CH2:11][N:12]([CH2:37][C:38]1[N:39]([S:43]([N:46]([CH3:48])[CH3:47])(=[O:45])=[O:44])[CH:40]=[CH:41][N:42]=1)[C:13](=[O:36])[C:14]1[CH:19]=[CH:18][C:17]([CH2:20][NH:21][C@H:22]2[CH2:27][CH2:26][C@H:25]([NH:28][N:29]([CH2:33][CH2:34][CH3:35])[CH2:30][CH2:31][CH3:32])[CH2:24][CH2:23]2)=[CH:16][CH:15]=1)(=[O:5])=[O:4].Cl[C:51]([O:53][CH3:54])=[O:52].